From a dataset of Catalyst prediction with 721,799 reactions and 888 catalyst types from USPTO. Predict which catalyst facilitates the given reaction. (1) Reactant: [CH3:1][N:2]([C:7]1[CH:12]=[CH:11][C:10]([N+:13]([O-])=O)=[C:9]([N:16]2[CH2:21][CH2:20][CH2:19][CH2:18][CH2:17]2)[CH:8]=1)[S:3]([CH3:6])(=[O:5])=[O:4]. Product: [NH2:13][C:10]1[CH:11]=[CH:12][C:7]([N:2]([CH3:1])[S:3]([CH3:6])(=[O:5])=[O:4])=[CH:8][C:9]=1[N:16]1[CH2:17][CH2:18][CH2:19][CH2:20][CH2:21]1. The catalyst class is: 45. (2) Reactant: [F:1][C:2]1[CH:3]=[CH:4][C:5]([CH3:9])=[C:6]([OH:8])[CH:7]=1.[H-].[Na+].[C:12]([O:16][C:17]([N:19]1[CH2:24][CH2:23][N:22]([C:25]([C:27]2[C:35]3[C:30](=[CH:31][CH:32]=[CH:33][CH:34]=3)[N:29]([C:36]3[CH:41]=[CH:40][CH:39]=[CH:38][CH:37]=3)[C:28]=2Cl)=[O:26])[CH2:21][CH2:20]1)=[O:18])([CH3:15])([CH3:14])[CH3:13]. Product: [C:12]([O:16][C:17]([N:19]1[CH2:20][CH2:21][N:22]([C:25]([C:27]2[C:35]3[C:30](=[CH:31][CH:32]=[CH:33][CH:34]=3)[N:29]([C:36]3[CH:41]=[CH:40][CH:39]=[CH:38][CH:37]=3)[C:28]=2[O:8][C:6]2[CH:7]=[C:2]([F:1])[CH:3]=[CH:4][C:5]=2[CH3:9])=[O:26])[CH2:23][CH2:24]1)=[O:18])([CH3:15])([CH3:13])[CH3:14]. The catalyst class is: 37. (3) Reactant: [H-].[Na+].[Br:3][C:4]1[CH:5]=[C:6]([C:10]([CH3:14])([CH3:13])[CH2:11][OH:12])[CH:7]=[CH:8][CH:9]=1.[CH3:15]I. Product: [Br:3][C:4]1[CH:9]=[CH:8][CH:7]=[C:6]([C:10]([CH3:14])([CH3:13])[CH2:11][O:12][CH3:15])[CH:5]=1. The catalyst class is: 116. (4) Reactant: Cl[C:2]1[N:7]=[C:6]([NH:8][CH:9]2[CH2:11][CH2:10]2)[C:5]([Cl:12])=[CH:4][N:3]=1.[O:13]1[CH2:18][CH2:17][CH2:16][O:15][CH:14]1[C:19]1[CH:20]=[C:21]([CH:23]=[CH:24][CH:25]=1)[NH2:22].C1(C)C=CC(S(O)(=O)=O)=CC=1. Product: [Cl:12][C:5]1[C:6]([NH:8][CH:9]2[CH2:11][CH2:10]2)=[N:7][C:2]([NH:22][C:21]2[CH:23]=[CH:24][CH:25]=[C:19]([CH:14]3[O:13][CH2:18][CH2:17][CH2:16][O:15]3)[CH:20]=2)=[N:3][CH:4]=1. The catalyst class is: 12.